From a dataset of Catalyst prediction with 721,799 reactions and 888 catalyst types from USPTO. Predict which catalyst facilitates the given reaction. (1) Product: [NH2:12][C:6]1[C:7]([N+:9]([O-:11])=[O:10])=[CH:8][C:3]([C:1]#[N:2])=[CH:4][C:5]=1[CH3:19]. Reactant: [C:1]([C:3]1[CH:8]=[C:7]([N+:9]([O-:11])=[O:10])[C:6]([NH:12]C(=O)C(F)(F)F)=[C:5]([CH3:19])[CH:4]=1)#[N:2].N. The catalyst class is: 5. (2) Reactant: [Cl:1][C:2]1[CH:7]=[CH:6][N:5]=[C:4]([N:8]2[CH2:21][CH2:20][N:11]3[C:12]4[CH2:13][CH2:14][CH2:15][CH2:16][C:17]=4[C:18]([F:19])=[C:10]3[C:9]2=[O:22])[C:3]=1[CH2:23][OH:24].ClCCl.[C:28](Cl)(=[O:30])[CH3:29]. Product: [C:28]([O:24][CH2:23][C:3]1[C:4]([N:8]2[CH2:21][CH2:20][N:11]3[C:12]4[CH2:13][CH2:14][CH2:15][CH2:16][C:17]=4[C:18]([F:19])=[C:10]3[C:9]2=[O:22])=[N:5][CH:6]=[CH:7][C:2]=1[Cl:1])(=[O:30])[CH3:29]. The catalyst class is: 66. (3) Reactant: [CH2:1]([N:8]1[C:17]2[C:12](=[CH:13][C:14]([CH:18]=O)=[CH:15][CH:16]=2)[CH2:11][CH2:10][C:9]1=[O:20])[C:2]1[CH:7]=[CH:6][CH:5]=[CH:4][CH:3]=1.[NH2:21][CH2:22][C:23]1[CH:40]=[CH:39][C:26]2[N:27]([CH2:37][CH3:38])[C:28](=[O:36])[C:29]([CH3:35])([CH3:34])[C:30](=[O:33])[N:31]([CH3:32])[C:25]=2[CH:24]=1.[BH4-].[Na+]. Product: [CH2:1]([N:8]1[C:17]2[C:12](=[CH:13][C:14]([CH2:18][NH:21][CH2:22][C:23]3[CH:40]=[CH:39][C:26]4[N:27]([CH2:37][CH3:38])[C:28](=[O:36])[C:29]([CH3:35])([CH3:34])[C:30](=[O:33])[N:31]([CH3:32])[C:25]=4[CH:24]=3)=[CH:15][CH:16]=2)[CH2:11][CH2:10][C:9]1=[O:20])[C:2]1[CH:3]=[CH:4][CH:5]=[CH:6][CH:7]=1. The catalyst class is: 5. (4) Reactant: [Si]([O:8][CH2:9][CH2:10][N:11]1[C:19]([CH3:20])=[C:18]2[C:13]([CH:14]=[CH:15][C:16]([N:21]3[CH:26]=[CH:25][C:24]([O:27][CH2:28][C:29]4[CH:34]=[CH:33][C:32]([Cl:35])=[CH:31][CH:30]=4)=[CH:23][C:22]3=[O:36])=[CH:17]2)=[N:12]1)(C(C)(C)C)(C)C.[F-].C([N+](CCCC)(CCCC)CCCC)CCC.O. Product: [Cl:35][C:32]1[CH:33]=[CH:34][C:29]([CH2:28][O:27][C:24]2[CH:25]=[CH:26][N:21]([C:16]3[CH:15]=[CH:14][C:13]4[C:18](=[C:19]([CH3:20])[N:11]([CH2:10][CH2:9][OH:8])[N:12]=4)[CH:17]=3)[C:22](=[O:36])[CH:23]=2)=[CH:30][CH:31]=1. The catalyst class is: 7. (5) Reactant: Cl.[Sn](Cl)Cl.[N+:5]([C:8]1[CH:13]=[C:12]([C:14]([F:17])([F:16])[F:15])[CH:11]=[CH:10][C:9]=1[N:18]1[CH2:27][CH2:26][C:25]2[C:20](=[CH:21][CH:22]=[CH:23][CH:24]=2)[CH2:19]1)([O-])=O.C(=O)(O)[O-].[Na+]. Product: [NH2:5][C:8]1[CH:13]=[C:12]([C:14]([F:15])([F:16])[F:17])[CH:11]=[CH:10][C:9]=1[N:18]1[CH2:27][CH2:26][C:25]2[C:20](=[CH:21][CH:22]=[CH:23][CH:24]=2)[CH2:19]1. The catalyst class is: 5.